Dataset: Reaction yield outcomes from USPTO patents with 853,638 reactions. Task: Predict the reaction yield, written as a fraction of the theoretical maximum amount of product (1.0 means a 100% yield; for example, 0.34 means a 34% yield). (1) The reactants are C(OC[C:6]1[CH:11]=[C:10]([C:12]2[CH2:16][C:15]([C:21]3[CH:26]=[C:25]([Cl:27])[CH:24]=[C:23]([Cl:28])[CH:22]=3)([C:17]([F:20])([F:19])[F:18])[O:14][N:13]=2)[CH:9]=[CH:8][C:7]=1[B:29]1[O:33]C(C)(C)[C:31](C)(C)[O:30]1)(=O)C.O[Li].O.Cl. The catalyst is C1COCC1.O.CC(=O)OCC.Cl.CCO.O. The product is [Cl:27][C:25]1[CH:26]=[C:21]([C:15]2([C:17]([F:19])([F:20])[F:18])[O:14][N:13]=[C:12]([C:10]3[CH:9]=[CH:8][C:7]4[B:29]([OH:33])[O:30][CH2:31][C:6]=4[CH:11]=3)[CH2:16]2)[CH:22]=[C:23]([Cl:28])[CH:24]=1. The yield is 0.270. (2) The reactants are [CH3:1][O:2][C:3](=[O:48])[CH2:4][CH2:5][CH2:6][C:7]1[CH:12]=[CH:11][CH:10]=[C:9]([CH:13]2[C:17](=[O:18])[CH2:16][CH:15]([O:19][Si:20]([C:23]([CH3:26])([CH3:25])[CH3:24])([CH3:22])[CH3:21])[CH:14]2[CH:27]=[CH:28][CH:29]([O:36][Si:37]([C:40]([CH3:43])([CH3:42])[CH3:41])([CH3:39])[CH3:38])[CH:30]([CH3:35])[CH2:31][C:32]#[C:33][CH3:34])[C:8]=1[O:44][CH2:45][O:46][CH3:47].CCC(C)[BH-](C(C)CC)C(C)CC.[Li+].OO. The catalyst is C1COCC1. The product is [CH3:1][O:2][C:3](=[O:48])[CH2:4][CH2:5][CH2:6][C:7]1[CH:12]=[CH:11][CH:10]=[C:9]([CH:13]2[CH:17]([OH:18])[CH2:16][CH:15]([O:19][Si:20]([C:23]([CH3:26])([CH3:25])[CH3:24])([CH3:22])[CH3:21])[CH:14]2[CH:27]=[CH:28][CH:29]([O:36][Si:37]([C:40]([CH3:43])([CH3:42])[CH3:41])([CH3:39])[CH3:38])[CH:30]([CH3:35])[CH2:31][C:32]#[C:33][CH3:34])[C:8]=1[O:44][CH2:45][O:46][CH3:47]. The yield is 0.900. (3) The reactants are [NH:1]1[C:9]2[C:4](=[CH:5][CH:6]=[CH:7][CH:8]=2)[CH:3]=[CH:2]1.[Li]CCCC.[B:15](OC(C)C)([O:20]C(C)C)[O:16]C(C)C.Cl.C([O-])(O)=O.[Na+]. The catalyst is C1COCC1. The product is [NH:1]1[C:9]2[C:4](=[CH:5][CH:6]=[CH:7][CH:8]=2)[CH:3]=[C:2]1[B:15]([OH:20])[OH:16]. The yield is 0.170. (4) The reactants are [Si:1]([O:8][C@@H:9]1[C:14]2([CH2:16][CH2:15]2)[O:13][C@@H:12]([C:17]2[CH:22]=[CH:21][N:20]=[CH:19][C:18]=2[N+:23]([O-:25])=[O:24])[CH2:11][C:10]1=[O:26])([C:4]([CH3:7])([CH3:6])[CH3:5])([CH3:3])[CH3:2].[BH4-].[Na+]. The catalyst is CCO. The product is [Si:1]([O:8][C@@H:9]1[C:14]2([CH2:16][CH2:15]2)[O:13][C@@H:12]([C:17]2[CH:22]=[CH:21][N:20]=[CH:19][C:18]=2[N+:23]([O-:25])=[O:24])[CH2:11][CH:10]1[OH:26])([C:4]([CH3:7])([CH3:5])[CH3:6])([CH3:3])[CH3:2]. The yield is 0.990. (5) The product is [Cl:1][C:2]1[CH:6]=[N:5][N:4]([CH3:7])[C:3]=1[C:8]1[CH:9]=[C:10]([NH:15][C:16]([NH:18][C:19]2[CH:24]=[CH:23][C:22]([F:25])=[CH:21][C:20]=2[F:26])=[O:17])[CH:11]=[CH:12][C:13]=1[O:14][CH2:49][CH2:48][N:47]([CH3:51])[CH3:46]. The catalyst is C1COCC1. The reactants are [Cl:1][C:2]1[CH:6]=[N:5][N:4]([CH3:7])[C:3]=1[C:8]1[CH:9]=[C:10]([NH:15][C:16]([NH:18][C:19]2[CH:24]=[CH:23][C:22]([F:25])=[CH:21][C:20]=2[F:26])=[O:17])[CH:11]=[CH:12][C:13]=1[OH:14].C1(P(C2C=CC=CC=2)C2C=CC=CC=2)C=CC=CC=1.[CH3:46][N:47]([CH3:51])[CH2:48][CH2:49]O.N(C(OC(C)C)=O)=NC(OC(C)C)=O. The yield is 0.459. (6) The reactants are CC1N=C(N2C(=O)N(CC3C=CC(C(F)(F)F)=CC=3)N=C2)SC=1C(O)=O.[CH3:27][C:28]1[N:29]=[C:30]([N:36]2[C:40](=[O:41])[N:39]([CH2:42][CH2:43][CH2:44][C:45]([F:48])([F:47])[F:46])[N:38]=[CH:37]2)[S:31][C:32]=1[C:33]([OH:35])=O.[N:49]1[CH:54]=[CH:53][CH:52]=[C:51]([CH2:55][NH2:56])[CH:50]=1. No catalyst specified. The product is [CH3:27][C:28]1[N:29]=[C:30]([N:36]2[C:40](=[O:41])[N:39]([CH2:42][CH2:43][CH2:44][C:45]([F:48])([F:47])[F:46])[N:38]=[CH:37]2)[S:31][C:32]=1[C:33]([NH:56][CH2:55][C:51]1[CH:50]=[N:49][CH:54]=[CH:53][CH:52]=1)=[O:35]. The yield is 0.350.